From a dataset of Full USPTO retrosynthesis dataset with 1.9M reactions from patents (1976-2016). Predict the reactants needed to synthesize the given product. (1) Given the product [Br:1][C:2]1[C:3]([CH3:9])=[N:4][C:5]([N:10]2[CH2:15][CH2:14][CH:13]([OH:16])[CH2:12][CH2:11]2)=[N:6][CH:7]=1, predict the reactants needed to synthesize it. The reactants are: [Br:1][C:2]1[C:3]([CH3:9])=[N:4][C:5](Cl)=[N:6][CH:7]=1.[NH:10]1[CH2:15][CH2:14][CH:13]([OH:16])[CH2:12][CH2:11]1.CCN(CC)CC. (2) Given the product [CH2:1]([N:5]1[C:13]2[N:12]=[CH:11][NH:10][C:9]=2[C:8](=[O:14])[N:7]2[CH:17]=[N:16][N:15]=[C:6]12)[CH2:2][CH2:3][CH3:4], predict the reactants needed to synthesize it. The reactants are: [CH2:1]([N:5]1[C:13]2[N:12]=[CH:11][NH:10][C:9]=2[C:8](=[O:14])[NH:7]/[C:6]/1=[N:15]\[NH2:16])[CH2:2][CH2:3][CH3:4].[CH:17]([O-])([O-])OCC. (3) Given the product [C:1]([C:11]1[CH:35]=[CH:34][C:14]([CH2:15][N:16]([CH2:17][C:18]2[CH:19]=[CH:20][C:21]([O:28][CH2:29][C:30]([O:32][CH3:33])=[O:31])=[C:22]([CH:27]=2)[C:23]([O:25][CH3:26])=[O:24])[C:44](=[O:45])/[CH:43]=[CH:42]/[C:36]2[CH:41]=[CH:40][CH:39]=[CH:38][CH:37]=2)=[CH:13][CH:12]=1)#[C:2][CH2:3][CH2:4][CH2:5][CH2:6][CH2:7][CH2:8][CH2:9][CH3:10], predict the reactants needed to synthesize it. The reactants are: [C:1]([C:11]1[CH:35]=[CH:34][C:14]([CH2:15][NH:16][CH2:17][C:18]2[CH:19]=[CH:20][C:21]([O:28][CH2:29][C:30]([O:32][CH3:33])=[O:31])=[C:22]([CH:27]=2)[C:23]([O:25][CH3:26])=[O:24])=[CH:13][CH:12]=1)#[C:2][CH2:3][CH2:4][CH2:5][CH2:6][CH2:7][CH2:8][CH2:9][CH3:10].[C:36]1(/[CH:42]=[CH:43]/[C:44](Cl)=[O:45])[CH:41]=[CH:40][CH:39]=[CH:38][CH:37]=1. (4) Given the product [Cl:28][C:12]1[N:11]=[CH:10][C:9]2[O:8][C:5]3[C:4]([C:15]4([N:20]=[C:19]([NH2:21])[CH:18]([CH:22]5[CH2:27][CH2:26][CH2:25][CH2:24][CH2:23]5)[O:17][CH2:16]4)[C:14]=2[CH:13]=1)=[CH:3][C:2]([C:47]1[C:42]([F:41])=[N:43][CH:44]=[CH:45][CH:46]=1)=[CH:7][CH:6]=3, predict the reactants needed to synthesize it. The reactants are: Br[C:2]1[CH:3]=[C:4]2[C:15]3([N:20]=[C:19]([NH2:21])[CH:18]([CH:22]4[CH2:27][CH2:26][CH2:25][CH2:24][CH2:23]4)[O:17][CH2:16]3)[C:14]3[CH:13]=[C:12]([Cl:28])[N:11]=[CH:10][C:9]=3[O:8][C:5]2=[CH:6][CH:7]=1.C(=O)([O-])[O-].[Na+].[Na+].O1CCOCC1.[F:41][C:42]1[C:47](B(O)O)=[CH:46][CH:45]=[CH:44][N:43]=1.